Regression. Given two drug SMILES strings and cell line genomic features, predict the synergy score measuring deviation from expected non-interaction effect. From a dataset of NCI-60 drug combinations with 297,098 pairs across 59 cell lines. (1) Drug 1: CC1CCC2CC(C(=CC=CC=CC(CC(C(=O)C(C(C(=CC(C(=O)CC(OC(=O)C3CCCCN3C(=O)C(=O)C1(O2)O)C(C)CC4CCC(C(C4)OC)OP(=O)(C)C)C)C)O)OC)C)C)C)OC. Synergy scores: CSS=66.4, Synergy_ZIP=14.6, Synergy_Bliss=13.6, Synergy_Loewe=16.7, Synergy_HSA=17.5. Cell line: SK-OV-3. Drug 2: CN1C=C(C=N1)C2=C3N=C(C(=C(N3N=C2)N)Br)C4CCCNC4. (2) Drug 1: CC1=C(C(=O)C2=C(C1=O)N3CC4C(C3(C2COC(=O)N)OC)N4)N. Cell line: OVCAR-5. Synergy scores: CSS=1.93, Synergy_ZIP=1.10, Synergy_Bliss=1.51, Synergy_Loewe=1.69, Synergy_HSA=0.300. Drug 2: C(CCl)NC(=O)N(CCCl)N=O. (3) Drug 1: CS(=O)(=O)OCCCCOS(=O)(=O)C. Drug 2: CC(C)CN1C=NC2=C1C3=CC=CC=C3N=C2N. Cell line: SK-MEL-2. Synergy scores: CSS=22.3, Synergy_ZIP=-2.09, Synergy_Bliss=3.75, Synergy_Loewe=2.16, Synergy_HSA=-0.576. (4) Drug 2: CS(=O)(=O)OCCCCOS(=O)(=O)C. Cell line: NCI-H460. Drug 1: CCC1=CC2CC(C3=C(CN(C2)C1)C4=CC=CC=C4N3)(C5=C(C=C6C(=C5)C78CCN9C7C(C=CC9)(C(C(C8N6C)(C(=O)OC)O)OC(=O)C)CC)OC)C(=O)OC.C(C(C(=O)O)O)(C(=O)O)O. Synergy scores: CSS=35.5, Synergy_ZIP=-4.40, Synergy_Bliss=3.10, Synergy_Loewe=-35.8, Synergy_HSA=2.38. (5) Drug 1: CC1=C(C=C(C=C1)NC2=NC=CC(=N2)N(C)C3=CC4=NN(C(=C4C=C3)C)C)S(=O)(=O)N.Cl. Drug 2: C1=C(C(=O)NC(=O)N1)N(CCCl)CCCl. Cell line: U251. Synergy scores: CSS=33.8, Synergy_ZIP=1.29, Synergy_Bliss=3.04, Synergy_Loewe=5.62, Synergy_HSA=5.76. (6) Drug 1: CC1=C(C=C(C=C1)C(=O)NC2=CC(=CC(=C2)C(F)(F)F)N3C=C(N=C3)C)NC4=NC=CC(=N4)C5=CN=CC=C5. Drug 2: COCCOC1=C(C=C2C(=C1)C(=NC=N2)NC3=CC=CC(=C3)C#C)OCCOC.Cl. Cell line: DU-145. Synergy scores: CSS=6.85, Synergy_ZIP=-5.63, Synergy_Bliss=-4.06, Synergy_Loewe=-3.41, Synergy_HSA=-1.38. (7) Drug 1: CC(CN1CC(=O)NC(=O)C1)N2CC(=O)NC(=O)C2. Drug 2: C1=C(C(=O)NC(=O)N1)F. Cell line: SK-MEL-2. Synergy scores: CSS=38.2, Synergy_ZIP=-8.25, Synergy_Bliss=-7.28, Synergy_Loewe=-6.05, Synergy_HSA=-3.50. (8) Drug 1: C1=CC(=CC=C1CCC2=CNC3=C2C(=O)NC(=N3)N)C(=O)NC(CCC(=O)O)C(=O)O. Drug 2: CC1=C2C(C(=O)C3(C(CC4C(C3C(C(C2(C)C)(CC1OC(=O)C(C(C5=CC=CC=C5)NC(=O)OC(C)(C)C)O)O)OC(=O)C6=CC=CC=C6)(CO4)OC(=O)C)O)C)O. Cell line: RPMI-8226. Synergy scores: CSS=44.8, Synergy_ZIP=-4.20, Synergy_Bliss=-6.44, Synergy_Loewe=-7.23, Synergy_HSA=-3.47. (9) Drug 1: CNC(=O)C1=CC=CC=C1SC2=CC3=C(C=C2)C(=NN3)C=CC4=CC=CC=N4. Synergy scores: CSS=24.6, Synergy_ZIP=-1.51, Synergy_Bliss=-0.240, Synergy_Loewe=-6.97, Synergy_HSA=-2.15. Drug 2: C1=NC2=C(N1)C(=S)N=C(N2)N. Cell line: PC-3.